This data is from Retrosynthesis with 50K atom-mapped reactions and 10 reaction types from USPTO. The task is: Predict the reactants needed to synthesize the given product. Given the product O=C(O)c1cccc(-c2ccc(CNC(=O)c3cccnc3Oc3ccc(F)cc3)cc2)c1, predict the reactants needed to synthesize it. The reactants are: COC(=O)c1cccc(-c2ccc(CNC(=O)c3cccnc3Oc3ccc(F)cc3)cc2)c1.